Predict the reaction yield, written as a fraction of the theoretical maximum amount of product (1.0 means a 100% yield; for example, 0.34 means a 34% yield). From a dataset of Reaction yield outcomes from USPTO patents with 853,638 reactions. The reactants are [S:1]1[CH:5]=[CH:4][N:3]=[C:2]1[NH2:6].[N:7]1([C:12](N2C=CN=C2)=[S:13])[CH:11]=[CH:10][N:9]=[CH:8]1. The catalyst is C(#N)C.O1CCCC1. The product is [S:1]1[CH:5]=[CH:4][N:3]=[C:2]1[NH:6][C:12]([N:7]1[CH:11]=[CH:10][N:9]=[CH:8]1)=[S:13]. The yield is 0.830.